Task: Predict the reactants needed to synthesize the given product.. Dataset: Full USPTO retrosynthesis dataset with 1.9M reactions from patents (1976-2016) Given the product [C:15]([O:14][C:12]([N:10]1[CH2:11][CH:8]([C:3]2[C:2]([C:21]3[CH:22]=[CH:23][CH:24]=[CH:25][C:20]=3[OH:19])=[N:7][CH:6]=[CH:5][N:4]=2)[CH2:9]1)=[O:13])([CH3:18])([CH3:17])[CH3:16], predict the reactants needed to synthesize it. The reactants are: Cl[C:2]1[C:3]([CH:8]2[CH2:11][N:10]([C:12]([O:14][C:15]([CH3:18])([CH3:17])[CH3:16])=[O:13])[CH2:9]2)=[N:4][CH:5]=[CH:6][N:7]=1.[OH:19][C:20]1[CH:25]=[CH:24][CH:23]=[CH:22][C:21]=1B(O)O.[O-]P([O-])([O-])=O.[K+].[K+].[K+].O.